Dataset: Full USPTO retrosynthesis dataset with 1.9M reactions from patents (1976-2016). Task: Predict the reactants needed to synthesize the given product. (1) Given the product [CH3:27][S:28]([C:31]1[CH:32]=[C:33]([C:37]2[CH:38]=[C:39]3[C:45]([C:4]([C:3]4[C:6]([F:11])=[CH:7][CH:8]=[C:9]([F:10])[C:2]=4[F:1])=[O:5])=[CH:44][NH:43][C:40]3=[N:41][CH:42]=2)[CH:34]=[CH:35][CH:36]=1)(=[O:29])=[O:30], predict the reactants needed to synthesize it. The reactants are: [F:1][C:2]1[C:9]([F:10])=[CH:8][CH:7]=[C:6]([F:11])[C:3]=1[CH:4]=[O:5].N1C=CC=C(C2C=C3C=CNC3=NC=2)C=1.[CH3:27][S:28]([C:31]1[CH:32]=[C:33]([C:37]2[CH:38]=[C:39]3[CH:45]=[CH:44][NH:43][C:40]3=[N:41][CH:42]=2)[CH:34]=[CH:35][CH:36]=1)(=[O:30])=[O:29]. (2) Given the product [CH3:1][C:2]1[CH:3]=[C:4]([CH:29]=[C:30]([CH3:32])[CH:31]=1)[CH2:5][O:6][CH2:7][CH:8]([C:23]1[CH:28]=[CH:27][CH:26]=[CH:25][CH:24]=1)[CH2:9][NH:10][C:11]([CH2:13][CH2:14][NH:15][C:16](=[O:22])[O:17][C:18]([CH3:21])([CH3:20])[CH3:19])=[O:12].[ClH:41].[CH3:1][C:2]1[CH:3]=[C:4]([CH:29]=[C:30]([CH3:32])[CH:31]=1)[CH2:5][O:6][CH2:7][CH:8]([C:23]1[CH:28]=[CH:27][CH:26]=[CH:25][CH:24]=1)[CH2:9][NH2:10].[CH3:34][CH2:33][N:35]=[C:9]=[N:10][CH2:11][CH2:13][CH2:14][N:15]([CH3:16])[CH3:40].[ClH:41], predict the reactants needed to synthesize it. The reactants are: [CH3:1][C:2]1[CH:3]=[C:4]([CH:29]=[C:30]([CH3:32])[CH:31]=1)[CH2:5][O:6][CH2:7][CH:8]([C:23]1[CH:28]=[CH:27][CH:26]=[CH:25][CH:24]=1)[CH2:9][NH:10][C:11]([CH2:13][CH2:14][NH:15][C:16](=[O:22])[O:17][C:18]([CH3:21])([CH3:20])[CH3:19])=[O:12].[CH2:33]([N:35](CC)CC)[CH3:34].[CH2:40](Cl)[Cl:41]. (3) Given the product [CH3:6][NH:8][CH2:9][CH2:10][CH2:11][CH2:12][C:13]([O:15][CH2:16][C@H:17]1[O:21][N:20]=[C:19]([C:22]2[CH:27]=[CH:26][C:25]([C:28]3[CH:33]=[CH:32][C:31]([N:34]4[CH2:38][C@H:37]([CH2:39][N:40]5[CH:44]=[CH:43][N:42]=[N:41]5)[O:36][C:35]4=[O:45])=[CH:30][C:29]=3[F:46])=[CH:24][N:23]=2)[CH2:18]1)=[O:14], predict the reactants needed to synthesize it. The reactants are: C(O[C:6]([N:8](C)[CH2:9][CH2:10][CH2:11][CH2:12][C:13]([O:15][CH2:16][C@H:17]1[O:21][N:20]=[C:19]([C:22]2[CH:27]=[CH:26][C:25]([C:28]3[CH:33]=[CH:32][C:31]([N:34]4[CH2:38][C@H:37]([CH2:39][N:40]5[CH:44]=[CH:43][N:42]=[N:41]5)[O:36][C:35]4=[O:45])=[CH:30][C:29]=3[F:46])=[CH:24][N:23]=2)[CH2:18]1)=[O:14])=O)(C)(C)C.C(O)(=O)C.Cl. (4) Given the product [Cl:1][C:2]1[CH:3]=[N:4][C:5]2[N:6]([N:8]=[C:9]([C:11]([N:24]3[CH2:23][CH:22]=[C:21]([C:17]4[CH:18]=[CH:19][CH:20]=[C:15]([Cl:14])[CH:16]=4)[CH2:26][CH2:25]3)=[O:13])[CH:10]=2)[CH:7]=1, predict the reactants needed to synthesize it. The reactants are: [Cl:1][C:2]1[CH:3]=[N:4][C:5]2[N:6]([N:8]=[C:9]([C:11]([OH:13])=O)[CH:10]=2)[CH:7]=1.[Cl:14][C:15]1[CH:16]=[C:17]([C:21]2[CH2:22][CH2:23][NH:24][CH2:25][CH:26]=2)[CH:18]=[CH:19][CH:20]=1. (5) The reactants are: Cl.Cl.[F:3][C:4]1[C:12]2[O:11][CH:10]=[CH:9][C:8]=2[C:7]([CH:13]2[CH2:18][CH2:17][N:16]([CH2:19][CH2:20][C@H:21]3[CH2:26][CH2:25][C@H:24]([NH2:27])[CH2:23][CH2:22]3)[CH2:15][CH2:14]2)=[CH:6][CH:5]=1.[C:28](O)(=[O:30])[CH3:29]. Given the product [F:3][C:4]1[C:12]2[O:11][CH:10]=[CH:9][C:8]=2[C:7]([CH:13]2[CH2:18][CH2:17][N:16]([CH2:19][CH2:20][C@H:21]3[CH2:22][CH2:23][C@H:24]([NH:27][C:28](=[O:30])[CH3:29])[CH2:25][CH2:26]3)[CH2:15][CH2:14]2)=[CH:6][CH:5]=1, predict the reactants needed to synthesize it. (6) Given the product [C:78]1([C:71]2[C:72]3[C:77](=[CH:76][CH:75]=[CH:74][CH:73]=3)[C:68]([NH:67][C:64]3[CH:65]=[CH:66][C:61]([O:60][C:53]4[C:52]5[C:57](=[CH:58][CH:59]=[C:50]([NH:87][C:84](=[O:86])[CH3:85])[CH:51]=5)[N:56]=[CH:55][CH:54]=4)=[CH:62][CH:63]=3)=[N:69][N:70]=2)[CH:79]=[CH:80][CH:81]=[CH:82][CH:83]=1, predict the reactants needed to synthesize it. The reactants are: CC1(C)C2C(=C(P(C3C=CC=CC=3)C3C=CC=CC=3)C=CC=2)OC2C(P(C3C=CC=CC=3)C3C=CC=CC=3)=CC=CC1=2.O1CCOCC1.Br[C:50]1[CH:51]=[C:52]2[C:57](=[CH:58][CH:59]=1)[N:56]=[CH:55][CH:54]=[C:53]2[O:60][C:61]1[CH:66]=[CH:65][C:64]([NH:67][C:68]2[C:77]3[C:72](=[CH:73][CH:74]=[CH:75][CH:76]=3)[C:71]([C:78]3[CH:83]=[CH:82][CH:81]=[CH:80][CH:79]=3)=[N:70][N:69]=2)=[CH:63][CH:62]=1.[C:84]([NH2:87])(=[O:86])[CH3:85].C(=O)([O-])[O-].[K+].[K+]. (7) Given the product [Br:1][C:15]1[C:14]([C:22]2[CH:27]=[CH:26][C:25]([F:28])=[CH:24][CH:23]=2)=[C:13]([F:12])[C:18]([OH:19])=[C:17]([CH:20]=[O:21])[CH:16]=1, predict the reactants needed to synthesize it. The reactants are: [Br:1]N1C(=O)NC(=O)N(Br)C1=O.[F:12][C:13]1[C:18]([OH:19])=[C:17]([CH:20]=[O:21])[CH:16]=[CH:15][C:14]=1[C:22]1[CH:27]=[CH:26][C:25]([F:28])=[CH:24][CH:23]=1. (8) The reactants are: Br[CH2:2][CH2:3][CH2:4][N:5]1[C:14]2[C:15]3[CH:16]=[C:17]4[O:25][CH2:24][O:23][C:18]4=[CH:19][C:20]=3[C:21](=[O:22])[C:13]=2[C:12]2[C:7](=[CH:8][C:9]([O:28][CH3:29])=[C:10]([O:26][CH3:27])[CH:11]=2)[C:6]1=[O:30].[H-].[Na+].[NH:33]1[CH:37]=[CH:36][CH:35]=[N:34]1. Given the product [NH:33]1[CH:37]=[CH:36][C:35]([CH2:2][CH2:3][CH2:4][N:5]2[C:14]3[C:15]4[CH:16]=[C:17]5[O:25][CH2:24][O:23][C:18]5=[CH:19][C:20]=4[C:21](=[O:22])[C:13]=3[C:12]3[C:7](=[CH:8][C:9]([O:28][CH3:29])=[C:10]([O:26][CH3:27])[CH:11]=3)[C:6]2=[O:30])=[N:34]1, predict the reactants needed to synthesize it. (9) Given the product [Cl:24][C:25]1[CH:30]=[CH:29][CH:28]=[C:27]([Cl:31])[C:26]=1[C:32]1[C:36]([C:37]([O:1][CH2:2][CH2:3][CH2:4][CH2:5][N:6]2[CH2:7][CH2:8][CH:9]([C:12]3[CH:17]=[CH:16][CH:15]=[C:14]([NH:18][C:19](=[O:23])[CH:20]([CH3:21])[CH3:22])[CH:13]=3)[CH2:10][CH2:11]2)=[O:38])=[C:35]([CH3:40])[O:34][N:33]=1, predict the reactants needed to synthesize it. The reactants are: [OH:1][CH2:2][CH2:3][CH2:4][CH2:5][N:6]1[CH2:11][CH2:10][CH:9]([C:12]2[CH:13]=[C:14]([NH:18][C:19](=[O:23])[CH:20]([CH3:22])[CH3:21])[CH:15]=[CH:16][CH:17]=2)[CH2:8][CH2:7]1.[Cl:24][C:25]1[CH:30]=[CH:29][CH:28]=[C:27]([Cl:31])[C:26]=1[C:32]1[C:36]([C:37](Cl)=[O:38])=[C:35]([CH3:40])[O:34][N:33]=1. (10) Given the product [Cl:18][C:5]1[C:6]([NH:8][C:9]2[CH:14]=[CH:13][CH:12]=[C:11]([N+:15]([O-:17])=[O:16])[CH:10]=2)=[N:7][C:2]([NH:25][C:23]2[S:22][N:21]=[C:20]([CH3:19])[CH:24]=2)=[N:3][CH:4]=1, predict the reactants needed to synthesize it. The reactants are: Cl[C:2]1[N:7]=[C:6]([NH:8][C:9]2[CH:14]=[CH:13][CH:12]=[C:11]([N+:15]([O-:17])=[O:16])[CH:10]=2)[C:5]([Cl:18])=[CH:4][N:3]=1.[CH3:19][C:20]1[CH:24]=[C:23]([NH2:25])[S:22][N:21]=1.Cl.C(=O)([O-])[O-].[Cs+].[Cs+].